From a dataset of Full USPTO retrosynthesis dataset with 1.9M reactions from patents (1976-2016). Predict the reactants needed to synthesize the given product. (1) Given the product [C:8]1([C:14]#[C:15][C:16]2[CH:34]=[CH:33][C:19]([C:20]([NH:22][C:23]3[CH:28]=[CH:27][CH:26]=[CH:25][C:24]=3[S:29]([NH:30][C:5](=[O:7])[CH3:6])(=[O:31])=[O:32])=[O:21])=[CH:18][CH:17]=2)[CH:9]=[CH:10][CH:11]=[CH:12][CH:13]=1, predict the reactants needed to synthesize it. The reactants are: C(O[C:5](=[O:7])[CH3:6])(=O)C.[C:8]1([C:14]#[C:15][C:16]2[CH:34]=[CH:33][C:19]([C:20]([NH:22][C:23]3[CH:28]=[CH:27][CH:26]=[CH:25][C:24]=3[S:29](=[O:32])(=[O:31])[NH2:30])=[O:21])=[CH:18][CH:17]=2)[CH:13]=[CH:12][CH:11]=[CH:10][CH:9]=1. (2) The reactants are: [CH3:1][N:2]([CH3:32])[C:3]1([C:26]2[CH:31]=[CH:30][CH:29]=[CH:28][CH:27]=2)[CH2:8][CH2:7][C:6](=[CH:9][C:10]([N:12]2[CH2:16][CH2:15][CH:14]([C:17]3[C:25]4[C:20](=[CH:21][CH:22]=[CH:23][CH:24]=4)[NH:19][CH:18]=3)[CH2:13]2)=[O:11])[CH2:5][CH2:4]1.[Cl:33][Si](C)(C)C. Given the product [ClH:33].[CH3:32][N:2]([CH3:1])[C:3]1([C:26]2[CH:31]=[CH:30][CH:29]=[CH:28][CH:27]=2)[CH2:8][CH2:7][C:6](=[CH:9][C:10]([N:12]2[CH2:16][CH2:15][CH:14]([C:17]3[C:25]4[C:20](=[CH:21][CH:22]=[CH:23][CH:24]=4)[NH:19][CH:18]=3)[CH2:13]2)=[O:11])[CH2:5][CH2:4]1, predict the reactants needed to synthesize it. (3) The reactants are: [H-].[Na+].[CH3:3][C:4]([N:7]([C:11]1[S:12][C:13]2[CH:19]=[C:18]([S:20][C:21]3[N:25]4[N:26]=[C:27]([C:30]5[CH:35]=[CH:34][C:33]([F:36])=[CH:32][CH:31]=5)[CH:28]=[CH:29][C:24]4=[N:23][N:22]=3)[CH:17]=[CH:16][C:14]=2[N:15]=1)C(=O)[O-])(C)C.[CH3:37][O:38]CCCl.C1(C)C=CC=CC=1. Given the product [F:36][C:33]1[CH:34]=[CH:35][C:30]([C:27]2[CH:28]=[CH:29][C:24]3[N:25]([C:21]([S:20][C:18]4[CH:17]=[CH:16][C:14]5[N:15]=[C:11]([NH:7][CH2:4][CH2:3][O:38][CH3:37])[S:12][C:13]=5[CH:19]=4)=[N:22][N:23]=3)[N:26]=2)=[CH:31][CH:32]=1, predict the reactants needed to synthesize it. (4) Given the product [CH3:18][C:19]1[CH:24]=[CH:23][CH:22]=[C:21]([CH3:25])[C:20]=1[C:2]1[CH:10]=[CH:9][CH:8]=[C:7]2[C:3]=1[CH2:4][CH2:5][C@@H:6]2[OH:11], predict the reactants needed to synthesize it. The reactants are: Br[C:2]1[CH:10]=[CH:9][CH:8]=[C:7]2[C:3]=1[CH2:4][CH2:5][C@@H:6]2[OH:11].C([O-])([O-])=O.[K+].[K+].[CH3:18][C:19]1[CH:24]=[CH:23][CH:22]=[C:21]([CH3:25])[C:20]=1B(O)O.COCCOC. (5) The reactants are: Cl.[OH:2][C:3]1[N:4]=[C:5]([C:14]2[CH:19]=[CH:18][CH:17]=[CH:16][CH:15]=2)[CH:6]=[C:7]2[CH2:12][CH2:11][O:10][C:9](=[O:13])[C:8]=12.I[CH3:21].S([O-])([O-])(=O)=O.[Ca+2]. Given the product [CH3:21][O:2][C:3]1[N:4]=[C:5]([C:14]2[CH:15]=[CH:16][CH:17]=[CH:18][CH:19]=2)[CH:6]=[C:7]2[CH2:12][CH2:11][O:10][C:9](=[O:13])[C:8]=12, predict the reactants needed to synthesize it. (6) The reactants are: [NH2:1][C:2]1[CH:7]=[C:6]([O:8][CH3:9])[C:5]([F:10])=[CH:4][C:3]=1[S:11]([NH2:14])(=[O:13])=[O:12].[Cl:15][C:16]1[C:21]([Cl:22])=[CH:20][CH:19]=[CH:18][C:17]=1[S:23](Cl)(=[O:25])=[O:24].C(N(CC)CC)C. Given the product [Cl:15][C:16]1[C:21]([Cl:22])=[CH:20][CH:19]=[CH:18][C:17]=1[S:23]([NH:1][C:2]1[CH:7]=[C:6]([O:8][CH3:9])[C:5]([F:10])=[CH:4][C:3]=1[S:11](=[O:13])(=[O:12])[NH2:14])(=[O:25])=[O:24], predict the reactants needed to synthesize it. (7) The reactants are: [CH3:1][CH:2]([CH3:12])[CH2:3][CH2:4][C:5]1[CH:10]=[CH:9][CH:8]=[CH:7][C:6]=1[NH2:11].[F:13][C:14]1[N:18]([CH3:19])[N:17]=[C:16]([CH3:20])[C:15]=1[C:21](Cl)=[O:22].C(N(CC)CC)C. Given the product [F:13][C:14]1[N:18]([CH3:19])[N:17]=[C:16]([CH3:20])[C:15]=1[C:21]([NH:11][C:6]1[CH:7]=[CH:8][CH:9]=[CH:10][C:5]=1[CH2:4][CH2:3][CH:2]([CH3:12])[CH3:1])=[O:22], predict the reactants needed to synthesize it.